Dataset: NCI-60 drug combinations with 297,098 pairs across 59 cell lines. Task: Regression. Given two drug SMILES strings and cell line genomic features, predict the synergy score measuring deviation from expected non-interaction effect. (1) Drug 1: CC(C1=C(C=CC(=C1Cl)F)Cl)OC2=C(N=CC(=C2)C3=CN(N=C3)C4CCNCC4)N. Drug 2: CN(CC1=CN=C2C(=N1)C(=NC(=N2)N)N)C3=CC=C(C=C3)C(=O)NC(CCC(=O)O)C(=O)O. Cell line: SN12C. Synergy scores: CSS=11.7, Synergy_ZIP=-6.98, Synergy_Bliss=-4.80, Synergy_Loewe=-4.48, Synergy_HSA=-3.11. (2) Drug 1: C1CN1C2=NC(=NC(=N2)N3CC3)N4CC4. Drug 2: C(CN)CNCCSP(=O)(O)O. Cell line: UACC-257. Synergy scores: CSS=14.8, Synergy_ZIP=-3.61, Synergy_Bliss=3.04, Synergy_Loewe=-30.0, Synergy_HSA=2.74. (3) Drug 1: CCCCC(=O)OCC(=O)C1(CC(C2=C(C1)C(=C3C(=C2O)C(=O)C4=C(C3=O)C=CC=C4OC)O)OC5CC(C(C(O5)C)O)NC(=O)C(F)(F)F)O. Synergy scores: CSS=37.1, Synergy_ZIP=0.788, Synergy_Bliss=2.45, Synergy_Loewe=-31.8, Synergy_HSA=-0.505. Drug 2: C1CN(P(=O)(OC1)NCCCl)CCCl. Cell line: CAKI-1. (4) Drug 1: C1CC(CCC1OC2=C(C(=CC=C2)Cl)F)(CC3=NC(=CC=C3)NC4=NC=CS4)C(=O)O. Cell line: UACC62. Synergy scores: CSS=33.0, Synergy_ZIP=-7.71, Synergy_Bliss=-9.23, Synergy_Loewe=-6.83, Synergy_HSA=-4.14. Drug 2: C1CCC(C(C1)[NH-])[NH-].C(=O)(C(=O)[O-])[O-].[Pt+4]. (5) Drug 1: CC1CCC2CC(C(=CC=CC=CC(CC(C(=O)C(C(C(=CC(C(=O)CC(OC(=O)C3CCCCN3C(=O)C(=O)C1(O2)O)C(C)CC4CCC(C(C4)OC)O)C)C)O)OC)C)C)C)OC. Drug 2: C1C(C(OC1N2C=NC(=NC2=O)N)CO)O. Cell line: PC-3. Synergy scores: CSS=19.2, Synergy_ZIP=-6.04, Synergy_Bliss=0.232, Synergy_Loewe=-14.7, Synergy_HSA=1.71. (6) Drug 1: CC(C)(C#N)C1=CC(=CC(=C1)CN2C=NC=N2)C(C)(C)C#N. Drug 2: COC1=C2C(=CC3=C1OC=C3)C=CC(=O)O2. Cell line: NCIH23. Synergy scores: CSS=9.80, Synergy_ZIP=1.22, Synergy_Bliss=0.777, Synergy_Loewe=8.39, Synergy_HSA=3.58. (7) Drug 1: C1=CC(=CC=C1C#N)C(C2=CC=C(C=C2)C#N)N3C=NC=N3. Drug 2: CS(=O)(=O)CCNCC1=CC=C(O1)C2=CC3=C(C=C2)N=CN=C3NC4=CC(=C(C=C4)OCC5=CC(=CC=C5)F)Cl. Cell line: SNB-19. Synergy scores: CSS=-8.79, Synergy_ZIP=4.63, Synergy_Bliss=5.18, Synergy_Loewe=-8.38, Synergy_HSA=-8.02. (8) Drug 1: CC1OCC2C(O1)C(C(C(O2)OC3C4COC(=O)C4C(C5=CC6=C(C=C35)OCO6)C7=CC(=C(C(=C7)OC)O)OC)O)O. Drug 2: C1CCC(C(C1)N)N.C(=O)(C(=O)[O-])[O-].[Pt+4]. Cell line: MDA-MB-435. Synergy scores: CSS=14.6, Synergy_ZIP=-4.99, Synergy_Bliss=-2.96, Synergy_Loewe=-4.92, Synergy_HSA=-4.39.